This data is from Catalyst prediction with 721,799 reactions and 888 catalyst types from USPTO. The task is: Predict which catalyst facilitates the given reaction. (1) Reactant: [CH3:1][O:2][C:3]([C@H:5]1[CH2:8][C@H:7]([N:9]2[C:13]3[N:14]=[CH:15][N:16]=[C:17]([NH2:18])[C:12]=3[C:11]([C:19]3[CH:24]=[CH:23][CH:22]=[C:21]([O:25][CH2:26][C:27]4[CH:32]=[CH:31][CH:30]=[CH:29][CH:28]=4)[CH:20]=3)=[C:10]2Br)[CH2:6]1)=[O:4].[CH3:34][Sn](C)(C)C. Product: [CH3:1][O:2][C:3]([C@H:5]1[CH2:8][C@H:7]([N:9]2[C:13]3[N:14]=[CH:15][N:16]=[C:17]([NH2:18])[C:12]=3[C:11]([C:19]3[CH:24]=[CH:23][CH:22]=[C:21]([O:25][CH2:26][C:27]4[CH:32]=[CH:31][CH:30]=[CH:29][CH:28]=4)[CH:20]=3)=[C:10]2[CH3:34])[CH2:6]1)=[O:4]. The catalyst class is: 9. (2) Reactant: [CH3:1][O:2][CH2:3][N:4]1[C:12]2[C:7](=[CH:8][CH:9]=[CH:10][C:11]=2[N:13]([CH2:22][O:23][CH3:24])[S:14]([C:17]2[S:18][CH:19]=[CH:20][CH:21]=2)(=[O:16])=[O:15])[CH:6]=[C:5]1[C:25]([O:27]CC)=[O:26].[OH-].[Na+].O1CCCC1. Product: [CH3:1][O:2][CH2:3][N:4]1[C:12]2[C:7](=[CH:8][CH:9]=[CH:10][C:11]=2[N:13]([CH2:22][O:23][CH3:24])[S:14]([C:17]2[S:18][CH:19]=[CH:20][CH:21]=2)(=[O:16])=[O:15])[CH:6]=[C:5]1[C:25]([OH:27])=[O:26]. The catalyst class is: 8. (3) Reactant: [Cl:1][C:2]1[CH:3]=[C:4]([C@@H:8]([C:17]2[CH:22]=[CH:21][CH:20]=[C:19]([C:23]([NH:25][CH2:26][C@@H:27]([N:35](C(OC(C)(C)C)=O)[CH3:36])[CH2:28][C@H:29]3[CH2:34][CH2:33][CH2:32][O:31][CH2:30]3)=[O:24])[CH:18]=2)[O:9][CH2:10][CH2:11][NH:12][C:13](=[O:16])[O:14][CH3:15])[CH:5]=[CH:6][CH:7]=1.Cl.O1CCOCC1. Product: [Cl:1][C:2]1[CH:3]=[C:4]([C@@H:8]([C:17]2[CH:22]=[CH:21][CH:20]=[C:19]([C:23]([NH:25][CH2:26][C@@H:27]([NH:35][CH3:36])[CH2:28][C@H:29]3[CH2:34][CH2:33][CH2:32][O:31][CH2:30]3)=[O:24])[CH:18]=2)[O:9][CH2:10][CH2:11][NH:12][C:13](=[O:16])[O:14][CH3:15])[CH:5]=[CH:6][CH:7]=1. The catalyst class is: 10.